This data is from Catalyst prediction with 721,799 reactions and 888 catalyst types from USPTO. The task is: Predict which catalyst facilitates the given reaction. (1) Reactant: [CH2:1]([N:3]([C:12](=[O:25])[C:13]1[CH:18]=[C:17]([CH3:19])[CH:16]=[CH:15][C:14]=1[N:20]1[N:24]=[CH:23][CH:22]=[N:21]1)[C@@H:4]([CH3:11])[CH2:5][C:6]([O:8]CC)=[O:7])[CH3:2].[OH-].[Na+].CCOC(C)=O. Product: [CH2:1]([N:3]([C:12](=[O:25])[C:13]1[CH:18]=[C:17]([CH3:19])[CH:16]=[CH:15][C:14]=1[N:20]1[N:21]=[CH:22][CH:23]=[N:24]1)[C@@H:4]([CH3:11])[CH2:5][C:6]([OH:8])=[O:7])[CH3:2]. The catalyst class is: 14. (2) Product: [Br:47][C:44]1[CH:45]=[CH:46][C:41]([C@H:10]2[C@H:9]([O:8][CH2:1][C:2]3[CH:7]=[CH:6][CH:5]=[CH:4][CH:3]=3)[C@@H:14]([O:15][CH2:16][C:17]3[CH:22]=[CH:21][CH:20]=[CH:19][CH:18]=3)[C@H:13]([O:23][CH2:24][C:25]3[CH:26]=[CH:27][CH:28]=[CH:29][CH:30]=3)[C@@H:12]([CH2:31][O:32][CH2:33][C:34]3[CH:39]=[CH:38][CH:37]=[CH:36][CH:35]=3)[S:11]2)=[CH:42][C:43]=1[CH2:48][C:49]1[CH:58]=[CH:57][C:52]2[O:53][CH2:54][CH2:55][O:56][C:51]=2[CH:50]=1. The catalyst class is: 10. Reactant: [CH2:1]([O:8][C@@H:9]1[C@@H:14]([O:15][CH2:16][C:17]2[CH:22]=[CH:21][CH:20]=[CH:19][CH:18]=2)[C@H:13]([O:23][CH2:24][C:25]2[CH:30]=[CH:29][CH:28]=[CH:27][CH:26]=2)[C@@H:12]([CH2:31][O:32][CH2:33][C:34]2[CH:39]=[CH:38][CH:37]=[CH:36][CH:35]=2)[S:11][C:10]1([C:41]1[CH:46]=[CH:45][C:44]([Br:47])=[C:43]([CH2:48][C:49]2[CH:58]=[CH:57][C:52]3[O:53][CH2:54][CH2:55][O:56][C:51]=3[CH:50]=2)[CH:42]=1)O)[C:2]1[CH:7]=[CH:6][CH:5]=[CH:4][CH:3]=1.ClCCl.C([SiH](CC)CC)C.B(F)(F)F.CCOCC. (3) Reactant: Cl.[NH2:2][C:3]1[C:8]([C:9]#[N:10])=[C:7]([C:11]2[CH:27]=[CH:26][C:14]([O:15][CH2:16][CH2:17][O:18][C:19](=[O:25])[CH2:20][CH2:21][C:22]([OH:24])=[O:23])=[CH:13][CH:12]=2)[C:6]([C:28]#[N:29])=[C:5]([S:30][CH2:31][C:32]2[N:33]=[C:34]([C:37]3[CH:42]=[CH:41][C:40]([Cl:43])=[CH:39][CH:38]=3)[S:35][CH:36]=2)[N:4]=1.O.[OH-].[Na+:46]. Product: [Na+:46].[NH2:2][C:3]1[C:8]([C:9]#[N:10])=[C:7]([C:11]2[CH:12]=[CH:13][C:14]([O:15][CH2:16][CH2:17][O:18][C:19](=[O:25])[CH2:20][CH2:21][C:22]([O-:24])=[O:23])=[CH:26][CH:27]=2)[C:6]([C:28]#[N:29])=[C:5]([S:30][CH2:31][C:32]2[N:33]=[C:34]([C:37]3[CH:38]=[CH:39][C:40]([Cl:43])=[CH:41][CH:42]=3)[S:35][CH:36]=2)[N:4]=1. The catalyst class is: 1.